Dataset: Full USPTO retrosynthesis dataset with 1.9M reactions from patents (1976-2016). Task: Predict the reactants needed to synthesize the given product. (1) Given the product [O:1]1[CH2:2][CH:3]([N:33]2[CH2:34][CH2:35][CH:30]([S:27]([NH:26][C:21]3[CH:22]=[C:23]4[C:18](=[CH:19][CH:20]=3)[CH2:17][N:16]([C:14](=[O:15])[CH2:13][O:12][C:8]3[CH:7]=[N:6][CH:11]=[CH:10][CH:9]=3)[CH2:25][CH2:24]4)(=[O:28])=[O:29])[CH2:31][CH2:32]2)[CH2:4]1, predict the reactants needed to synthesize it. The reactants are: [O:1]1[CH2:4][C:3](=O)[CH2:2]1.[N:6]1[CH:11]=[CH:10][CH:9]=[C:8]([O:12][CH2:13][C:14]([N:16]2[CH2:25][CH2:24][C:23]3[C:18](=[CH:19][CH:20]=[C:21]([NH:26][S:27]([CH:30]4[CH2:35][CH2:34][NH:33][CH2:32][CH2:31]4)(=[O:29])=[O:28])[CH:22]=3)[CH2:17]2)=[O:15])[CH:7]=1.C(O[BH-](OC(=O)C)OC(=O)C)(=O)C.[Na+]. (2) Given the product [CH3:22][N:23]([CH2:2][C:3]1[N:8]=[C:7]([C:9]2[CH:14]=[CH:13][CH:12]=[CH:11][N:10]=2)[CH:6]=[C:5]([OH:15])[CH:4]=1)[CH2:24][C:25]1[CH:30]=[CH:29][CH:28]=[CH:27][N:26]=1, predict the reactants needed to synthesize it. The reactants are: Cl[CH2:2][C:3]1[N:8]=[C:7]([C:9]2[CH:14]=[CH:13][CH:12]=[CH:11][N:10]=2)[CH:6]=[C:5]([OH:15])[CH:4]=1.C(=O)([O-])[O-].[K+].[K+].[CH3:22][NH:23][CH2:24][C:25]1[CH:30]=[CH:29][CH:28]=[CH:27][N:26]=1. (3) Given the product [Cl:11][C:12]1[CH:29]=[CH:28][C:15]([CH2:16][N:17]2[C:27]3[C:22](=[CH:23][CH:24]=[CH:25][CH:26]=3)[C:20]3([NH:9][N:8]=[C:1]([C:2]4[CH:7]=[CH:6][CH:5]=[CH:4][CH:3]=4)[S:10]3)[C:18]2=[O:19])=[CH:14][CH:13]=1, predict the reactants needed to synthesize it. The reactants are: [C:1](=[S:10])([NH:8][NH2:9])[C:2]1[CH:7]=[CH:6][CH:5]=[CH:4][CH:3]=1.[Cl:11][C:12]1[CH:29]=[CH:28][C:15]([CH2:16][N:17]2[C:27]3[C:22](=[CH:23][CH:24]=[CH:25][CH:26]=3)[C:20](=O)[C:18]2=[O:19])=[CH:14][CH:13]=1.C(Cl)Cl.CCCCCC. (4) Given the product [Cl:8][C:6]1[N:5]=[N:4][C:3]([O:20][C:14]2[C:15]([CH3:19])=[CH:16][CH:17]=[CH:18][C:13]=2[CH:10]2[CH2:11][CH2:12]2)=[C:2]([OH:1])[CH:7]=1, predict the reactants needed to synthesize it. The reactants are: [OH:1][C:2]1[CH:7]=[C:6]([Cl:8])[N:5]=[N:4][C:3]=1Cl.[CH:10]1([C:13]2[CH:18]=[CH:17][CH:16]=[C:15]([CH3:19])[C:14]=2[OH:20])[CH2:12][CH2:11]1.C1(OCC)C=CC=CC=1.[OH-].[K+].Cl.